Dataset: Reaction yield outcomes from USPTO patents with 853,638 reactions. Task: Predict the reaction yield, written as a fraction of the theoretical maximum amount of product (1.0 means a 100% yield; for example, 0.34 means a 34% yield). The reactants are Br[C:2]1[S:6][C:5]([C:7]([O:9][CH2:10][CH3:11])=[O:8])=[CH:4][CH:3]=1.[CH3:12][N:13](C=O)[CH3:14]. The product is [CH3:12][N:13]([CH3:14])[C:2]1[S:6][C:5]([C:7]([O:9][CH2:10][CH3:11])=[O:8])=[CH:4][CH:3]=1. The catalyst is CNC.C(O)C. The yield is 0.370.